Dataset: Forward reaction prediction with 1.9M reactions from USPTO patents (1976-2016). Task: Predict the product of the given reaction. Given the reactants Cl[C:2]1[N:3]=[C:4]([NH:13][C:14]2[CH:19]=[CH:18][C:17]([N:20]3[CH2:25][CH2:24][N:23]([CH3:26])[CH2:22][CH2:21]3)=[CH:16][CH:15]=2)[C:5]([C:10]([NH2:12])=[O:11])=[N:6][C:7]=1[CH2:8][CH3:9].[C:27]1([NH2:34])[CH:32]=[CH:31][CH:30]=[C:29]([NH2:33])[CH:28]=1, predict the reaction product. The product is: [NH2:33][C:29]1[CH:28]=[C:27]([NH:34][C:2]2[N:3]=[C:4]([NH:13][C:14]3[CH:19]=[CH:18][C:17]([N:20]4[CH2:25][CH2:24][N:23]([CH3:26])[CH2:22][CH2:21]4)=[CH:16][CH:15]=3)[C:5]([C:10]([NH2:12])=[O:11])=[N:6][C:7]=2[CH2:8][CH3:9])[CH:32]=[CH:31][CH:30]=1.